This data is from Forward reaction prediction with 1.9M reactions from USPTO patents (1976-2016). The task is: Predict the product of the given reaction. Given the reactants [F:1][C:2]1[CH:7]=[CH:6][C:5]([C@H:8]([NH:10][C@H:11]2[CH2:15][CH2:14][C@@H:13]([C:16]3[CH:26]=[CH:25][C:19]([O:20][CH2:21][C:22]([OH:24])=O)=[CH:18][CH:17]=3)[CH2:12]2)[CH3:9])=[CH:4][C:3]=1[O:27][CH3:28].[NH:29]1[CH2:34][CH2:33][NH:32][CH2:31][CH2:30]1, predict the reaction product. The product is: [F:1][C:2]1[CH:7]=[CH:6][C:5]([C@H:8]([NH:10][C@H:11]2[CH2:15][CH2:14][C@@H:13]([C:16]3[CH:17]=[CH:18][C:19]([O:20][CH2:21][C:22]([N:29]4[CH2:34][CH2:33][NH:32][CH2:31][CH2:30]4)=[O:24])=[CH:25][CH:26]=3)[CH2:12]2)[CH3:9])=[CH:4][C:3]=1[O:27][CH3:28].